Dataset: Forward reaction prediction with 1.9M reactions from USPTO patents (1976-2016). Task: Predict the product of the given reaction. (1) Given the reactants [Br:1][C:2]1[CH:3]=[C:4]([CH2:16][N:17]([CH3:25])[C:18](=[O:24])[O:19][C:20]([CH3:23])([CH3:22])[CH3:21])[S:5][C:6]=1SC1C=CC=C(OC)C=1.Cl[C:27]1[CH:32]=[CH:31][CH:30]=[C:29](C(OO)=O)[CH:28]=1.[S:37]([O-:41])([O-])(=[O:39])=S.[Na+].[Na+].[C:44](OCC)(=[O:46])C, predict the reaction product. The product is: [Br:1][C:2]1[CH:3]=[C:4]([CH2:16][N:17]([CH3:25])[C:18](=[O:24])[O:19][C:20]([CH3:21])([CH3:23])[CH3:22])[S:5][C:6]=1[S:37]([C:27]1[CH:32]=[CH:31][CH:30]=[C:29]([O:46][CH3:44])[CH:28]=1)(=[O:41])=[O:39]. (2) Given the reactants [N:1]1[CH:6]=[CH:5][CH:4]=[CH:3][C:2]=1[C:7]([OH:9])=O.CCN(CC)CC.[NH:17]1[CH2:22][CH2:21][CH:20]([NH:23][C:24]([NH:26][C:27]2[CH:32]=[CH:31][C:30]([C:33]([F:36])([F:35])[F:34])=[CH:29][CH:28]=2)=[O:25])[CH2:19][CH2:18]1, predict the reaction product. The product is: [N:1]1[CH:6]=[CH:5][CH:4]=[CH:3][C:2]=1[C:7]([N:17]1[CH2:22][CH2:21][CH:20]([NH:23][C:24]([NH:26][C:27]2[CH:32]=[CH:31][C:30]([C:33]([F:34])([F:35])[F:36])=[CH:29][CH:28]=2)=[O:25])[CH2:19][CH2:18]1)=[O:9].